Dataset: Catalyst prediction with 721,799 reactions and 888 catalyst types from USPTO. Task: Predict which catalyst facilitates the given reaction. (1) Reactant: [CH:1]1([C:4]([NH:6][C:7]2[CH:8]=[CH:9][CH:10]=[C:11]3[C:15]=2[C:14](=[O:16])[N:13]([CH:17]([C:22]2[CH:27]=[CH:26][C:25]([O:28][CH3:29])=[C:24]([O:30][CH2:31][CH3:32])[CH:23]=2)[CH2:18][C:19]([OH:21])=O)[CH2:12]3)=[O:5])[CH2:3][CH2:2]1.C1N=CN(C(N2C=NC=C2)=O)C=1.[CH:45]([NH:47][NH2:48])=O.P(Cl)(Cl)(Cl)=O. Product: [CH2:31]([O:30][C:24]1[CH:23]=[C:22]([CH:17]([N:13]2[C:14](=[O:16])[C:15]3[C:11](=[CH:10][CH:9]=[CH:8][C:7]=3[NH:6][C:4]([CH:1]3[CH2:3][CH2:2]3)=[O:5])[CH2:12]2)[CH2:18][C:19]2[O:21][CH:45]=[N:47][N:48]=2)[CH:27]=[CH:26][C:25]=1[O:28][CH3:29])[CH3:32]. The catalyst class is: 577. (2) Reactant: C(OC([NH:8][C@@H:9]([C:16]([N:18]([CH2:25][C:26]1[CH:31]=[CH:30][CH:29]=[CH:28][CH:27]=1)[CH2:19][C:20](OCC)=[O:21])=[O:17])[CH2:10][C:11]1[S:12][CH:13]=[CH:14][CH:15]=1)=O)(C)(C)C.C(O)(C(F)(F)F)=O. Product: [CH2:25]([N:18]1[CH2:19][C:20](=[O:21])[NH:8][C@H:9]([CH2:10][C:11]2[S:12][CH:13]=[CH:14][CH:15]=2)[C:16]1=[O:17])[C:26]1[CH:31]=[CH:30][CH:29]=[CH:28][CH:27]=1. The catalyst class is: 4. (3) The catalyst class is: 1. Reactant: O=[C:2]1O[C:6]2[C:8]3[C:13]([CH2:14][C:5]=2[C:4]([N:15]2[CH2:20][CH2:19][CH2:18][CH2:17][CH2:16]2)=[C:3]1[C:21]#[N:22])=[CH:12][CH:11]=[CH:10][CH:9]=3.[H-].[Na+]. Product: [N:15]1([C:4]2[C:5]3[CH2:14][C:13]4[CH:12]=[CH:11][CH:10]=[CH:9][C:8]=4[C:6]=3[C:6]3[C:8]4[CH:9]=[CH:10][CH:11]=[CH:12][C:13]=4[CH2:14][C:2]=3[C:3]=2[C:21]#[N:22])[CH2:20][CH2:19][CH2:18][CH2:17][CH2:16]1. (4) Reactant: [Cl:1][C:2]1[CH:3]=[C:4]([CH:20]=[CH:21][CH:22]=1)[CH2:5][O:6][C:7]1[CH:16]=[C:15]2[C:10]([CH:11]=[C:12]([C:17](Cl)=[O:18])[CH:13]=[N:14]2)=[CH:9][CH:8]=1.[NH2:23][CH2:24][CH2:25][NH:26][C:27](=[O:33])[O:28][C:29]([CH3:32])([CH3:31])[CH3:30].C(N(CC)CC)C. Product: [Cl:1][C:2]1[CH:3]=[C:4]([CH:20]=[CH:21][CH:22]=1)[CH2:5][O:6][C:7]1[CH:16]=[C:15]2[C:10]([CH:11]=[C:12]([C:17]([NH:23][CH2:24][CH2:25][NH:26][C:27](=[O:33])[O:28][C:29]([CH3:31])([CH3:30])[CH3:32])=[O:18])[CH:13]=[N:14]2)=[CH:9][CH:8]=1. The catalyst class is: 1. (5) Reactant: [F:1][C:2]1[CH:7]=[C:6]([I:8])[CH:5]=[CH:4][C:3]=1[NH:9][C:10]1[C:14]2[CH:15]=[N:16][CH:17]=[CH:18][C:13]=2[O:12][C:11]=1[C:19]([O:21]CC)=O.[OH-].[Na+].[CH:26]([O:28][CH2:29][CH2:30][O:31][NH2:32])=[CH2:27].C1C=CC2N(O)N=NC=2C=1. Product: [CH:26]([O:28][CH2:29][CH2:30][O:31][NH:32][C:19]([C:11]1[O:12][C:13]2[CH:18]=[CH:17][N:16]=[CH:15][C:14]=2[C:10]=1[NH:9][C:3]1[CH:4]=[CH:5][C:6]([I:8])=[CH:7][C:2]=1[F:1])=[O:21])=[CH2:27]. The catalyst class is: 36. (6) Product: [Pd:23]([Cl:25])[Cl:24].[N:1]1[CH:6]=[CH:5][CH:4]=[CH:3][C:2]=1[CH:7]=[N:8][C@@H:9]1[CH2:14][CH2:13][CH2:12][CH2:11][C@H:10]1[N:15]=[CH:16][C:17]1[CH:22]=[CH:21][CH:20]=[CH:19][N:18]=1. Reactant: [N:1]1[CH:6]=[CH:5][CH:4]=[CH:3][C:2]=1[CH:7]=[N:8][C@@H:9]1[CH2:14][CH2:13][CH2:12][CH2:11][C@H:10]1[N:15]=[CH:16][C:17]1[CH:22]=[CH:21][CH:20]=[CH:19][N:18]=1.[Pd:23]([Cl:25])[Cl:24].CC#N. The catalyst class is: 1.